From a dataset of Full USPTO retrosynthesis dataset with 1.9M reactions from patents (1976-2016). Predict the reactants needed to synthesize the given product. (1) Given the product [CH3:18][C:12]1[CH:13]=[N:14][CH:15]=[C:16]([CH3:17])[C:11]=1[C:7]1[C:8]([CH3:10])=[CH:9][C:4]([OH:3])=[CH:5][C:6]=1[CH3:19], predict the reactants needed to synthesize it. The reactants are: Cl.C[O:3][C:4]1[CH:9]=[C:8]([CH3:10])[C:7]([C:11]2[C:16]([CH3:17])=[CH:15][N:14]=[CH:13][C:12]=2[CH3:18])=[C:6]([CH3:19])[CH:5]=1.N#N.[OH-].[Na+]. (2) Given the product [F:22][C:11]([F:23])([C:8]1[N:6]2[N:7]=[C:2]([C:28]3[CH:27]=[N:26][N:25]([CH3:24])[CH:29]=3)[CH:3]=[CH:4][C:5]2=[N:10][CH:9]=1)[C:12]1[CH:13]=[C:14]2[C:19](=[CH:20][CH:21]=1)[N:18]=[CH:17][CH:16]=[CH:15]2, predict the reactants needed to synthesize it. The reactants are: Cl[C:2]1[CH:3]=[CH:4][C:5]2[N:6]([C:8]([C:11]([F:23])([F:22])[C:12]3[CH:13]=[C:14]4[C:19](=[CH:20][CH:21]=3)[N:18]=[CH:17][CH:16]=[CH:15]4)=[CH:9][N:10]=2)[N:7]=1.[CH3:24][N:25]1[CH:29]=[C:28](B2OC(C)(C)C(C)(C)O2)[CH:27]=[N:26]1.C([O-])([O-])=O.[Na+].[Na+].COCCOC. (3) Given the product [ClH:2].[CH3:9][C:10]1([CH3:30])[CH:14]([C:15]2[CH:16]=[CH:17][C:18]([CH3:21])=[CH:19][CH:20]=2)[C:13]2[C:22]([CH3:29])=[C:23]([N:28]3[CH2:7][CH2:6][NH:5][CH2:4][CH2:3]3)[C:24]([CH3:27])=[C:25]([CH3:26])[C:12]=2[O:11]1, predict the reactants needed to synthesize it. The reactants are: Cl.[Cl:2][CH2:3][CH2:4][NH:5][CH2:6][CH2:7]Cl.[CH3:9][C:10]1([CH3:30])[CH:14]([C:15]2[CH:20]=[CH:19][C:18]([CH3:21])=[CH:17][CH:16]=2)[C:13]2[C:22]([CH3:29])=[C:23]([NH2:28])[C:24]([CH3:27])=[C:25]([CH3:26])[C:12]=2[O:11]1.C(=O)([O-])[O-].[Na+].[Na+]. (4) Given the product [CH3:27][O:26][C:24]1[CH:23]=[CH:22][C:21]2[N:15]3[C:13](=[O:14])[CH2:12][NH:11][C:28](=[O:30])[CH:16]3[CH2:17][CH2:18][CH2:19][C:20]=2[CH:25]=1, predict the reactants needed to synthesize it. The reactants are: C(OC([NH:11][CH2:12][C:13]([N:15]1[C:21]2[CH:22]=[CH:23][C:24]([O:26][CH3:27])=[CH:25][C:20]=2[CH2:19][CH2:18][CH2:17][CH:16]1[C:28]([O:30]C)=O)=[O:14])=O)C1C=CC=CC=1.